From a dataset of Catalyst prediction with 721,799 reactions and 888 catalyst types from USPTO. Predict which catalyst facilitates the given reaction. (1) Reactant: [N:1]1([C:6]2[CH:11]=[CH:10][CH:9]=[CH:8][N:7]=2)[CH:5]=[CH:4][N:3]=[N:2]1.C([Li])CCC.[Br:17]Br. Product: [Br:17][C:5]1[N:1]([C:6]2[CH:11]=[CH:10][CH:9]=[CH:8][N:7]=2)[N:2]=[N:3][CH:4]=1. The catalyst class is: 1. (2) Reactant: S(Cl)([Cl:3])=O.[Br:5][C:6]1[CH:7]=[CH:8][C:9]([O:14][CH2:15][CH2:16][N:17]2[CH2:21][CH2:20][CH2:19][CH2:18]2)=[C:10]([CH2:12]O)[CH:11]=1.C(N(CC)CC)C.C(=O)(O)[O-].[Na+]. Product: [Br:5][C:6]1[CH:7]=[CH:8][C:9]([O:14][CH2:15][CH2:16][N:17]2[CH2:21][CH2:20][CH2:19][CH2:18]2)=[C:10]([CH2:12][Cl:3])[CH:11]=1. The catalyst class is: 1. (3) Reactant: [CH3:1][C:2]1[O:6][N:5]=[C:4]([C:7]2[CH:12]=[CH:11][CH:10]=[CH:9][CH:8]=2)[C:3]=1[C:13]([OH:15])=O.[N:16]1([CH2:22][C:23]([N:25]2[CH2:29][CH2:28][CH2:27][CH2:26]2)=[O:24])[CH2:21][CH2:20][NH:19][CH2:18][CH2:17]1.F[B-](F)(F)F.N1(OC(N(C)C)=[N+](C)C)C2C=CC=CC=2N=N1.C(N(C(C)C)CC)(C)C. Product: [CH3:1][C:2]1[O:6][N:5]=[C:4]([C:7]2[CH:8]=[CH:9][CH:10]=[CH:11][CH:12]=2)[C:3]=1[C:13]([N:19]1[CH2:18][CH2:17][N:16]([CH2:22][C:23](=[O:24])[N:25]2[CH2:26][CH2:27][CH2:28][CH2:29]2)[CH2:21][CH2:20]1)=[O:15]. The catalyst class is: 9.